Dataset: Peptide-MHC class II binding affinity with 134,281 pairs from IEDB. Task: Regression. Given a peptide amino acid sequence and an MHC pseudo amino acid sequence, predict their binding affinity value. This is MHC class II binding data. (1) The peptide sequence is ELRKTYNLLDAVSRH. The MHC is DRB1_1201 with pseudo-sequence DRB1_1201. The binding affinity (normalized) is 0.120. (2) The peptide sequence is QKTKQIGNRPGPSRG. The MHC is DRB1_1301 with pseudo-sequence DRB1_1301. The binding affinity (normalized) is 0.586. (3) The peptide sequence is EKKYFSATQFEPLAA. The MHC is HLA-DQA10501-DQB10301 with pseudo-sequence HLA-DQA10501-DQB10301. The binding affinity (normalized) is 0.0741. (4) The peptide sequence is ATQARAAAAAFEQAH. The MHC is DRB4_0101 with pseudo-sequence DRB4_0103. The binding affinity (normalized) is 0.0995. (5) The peptide sequence is YKFIPSLEAAVKQAY. The MHC is HLA-DPA10201-DPB10501 with pseudo-sequence HLA-DPA10201-DPB10501. The binding affinity (normalized) is 0.716. (6) The peptide sequence is AFILDLDNLFPKV. The MHC is DRB3_0101 with pseudo-sequence DRB3_0101. The binding affinity (normalized) is 0.939. (7) The peptide sequence is DDIKATYDKGILTVS. The MHC is HLA-DPA10301-DPB10402 with pseudo-sequence HLA-DPA10301-DPB10402. The binding affinity (normalized) is 0.444. (8) The peptide sequence is TMLLGMLMICSAA. The MHC is DRB1_1201 with pseudo-sequence DRB1_1201. The binding affinity (normalized) is 0.201. (9) The peptide sequence is CGDGIFIFRDSDDWL. The MHC is HLA-DQA10201-DQB10402 with pseudo-sequence HLA-DQA10201-DQB10402. The binding affinity (normalized) is 0.329.